From a dataset of Full USPTO retrosynthesis dataset with 1.9M reactions from patents (1976-2016). Predict the reactants needed to synthesize the given product. (1) Given the product [Cl:28][C:25]1[CH:26]=[CH:27][C:22]([C:20]2[S:21][C:17]3[C:15](=[O:16])[N:14]([C:10]4[CH:9]=[C:8]5[C:13](=[CH:12][CH:11]=4)[N:5]([Si:4]([CH:35]([CH3:37])[CH3:36])([CH:1]([CH3:2])[CH3:3])[CH:32]([CH3:34])[CH3:33])[CH:6]=[CH:7]5)[CH2:30][CH2:29][C:18]=3[N:19]=2)=[CH:23][CH:24]=1, predict the reactants needed to synthesize it. The reactants are: [CH:1]([Si:4]([CH:35]([CH3:37])[CH3:36])([CH:32]([CH3:34])[CH3:33])[N:5]1[C:13]2[C:8](=[CH:9][C:10]([NH:14][C:15]([C:17]3[S:21][C:20]([C:22]4[CH:27]=[CH:26][C:25]([Cl:28])=[CH:24][CH:23]=4)=[N:19][C:18]=3[CH2:29][CH2:30]O)=[O:16])=[CH:11][CH:12]=2)[CH:7]=[CH:6]1)([CH3:3])[CH3:2].CCN(CC)CC. (2) Given the product [CH:1]([S:4]([N:7]1[C:11]2[CH:12]=[C:13]([C:16]3[N:17]=[C:18]([CH2:35][CH2:36][C:27]([O:28][CH2:29][CH3:30])=[O:44])[N:19]([CH2:27][O:28][CH2:29][CH2:30][Si:31]([CH3:32])([CH3:34])[CH3:33])[C:20]=3[C:21]3[CH:22]=[CH:23][CH:24]=[CH:25][CH:26]=3)[CH:14]=[CH:15][C:10]=2[N:9]=[C:8]1[NH2:42])(=[O:6])=[O:5])([CH3:3])[CH3:2], predict the reactants needed to synthesize it. The reactants are: [CH:1]([S:4]([N:7]1[C:11]2[CH:12]=[C:13]([C:16]3[N:17]=[C:18]([CH:35](C(OCC)=O)[CH3:36])[N:19]([CH2:27][O:28][CH2:29][CH2:30][Si:31]([CH3:34])([CH3:33])[CH3:32])[C:20]=3[C:21]3[CH:26]=[CH:25][CH:24]=[CH:23][CH:22]=3)[CH:14]=[CH:15][C:10]=2[N:9]=[C:8]1[NH2:42])(=[O:6])=[O:5])([CH3:3])[CH3:2].Cl.[OH-:44].[Na+]. (3) Given the product [N:1]1[CH:6]=[CH:5][CH:4]=[CH:3][C:2]=1[C:7]1[C:11]([CH2:12][OH:13])=[C:10](/[CH:15]=[CH:16]/[C:17]2[CH:18]=[CH:19][CH:20]=[CH:21][CH:22]=2)[O:9][N:8]=1, predict the reactants needed to synthesize it. The reactants are: [N:1]1[CH:6]=[CH:5][CH:4]=[CH:3][C:2]=1[C:7]1[C:11]([C:12](O)=[O:13])=[C:10](/[CH:15]=[CH:16]/[C:17]2[CH:22]=[CH:21][CH:20]=[CH:19][CH:18]=2)[O:9][N:8]=1.C(N(CC)CC)C.ClC(OCC)=O.[BH4-].[Na+].[OH-].[Na+]. (4) Given the product [ClH:49].[ClH:49].[ClH:49].[CH3:42][C@H:41]1[C:34]2[C:33]([N:18]3[C:15]4[C:14](=[CH:13][C:12]([O:11][CH:10]([C:43]5[CH:44]=[CH:45][CH:46]=[CH:47][CH:48]=5)[CH2:9][NH2:8])=[CH:17][CH:16]=4)[C:20]4([CH2:21][CH2:22][NH:23][CH2:24][CH2:25]4)[CH2:19]3)=[N:38][CH:37]=[N:36][C:35]=2[CH2:39][CH2:40]1, predict the reactants needed to synthesize it. The reactants are: C(OC([NH:8][CH2:9][CH:10]([C:43]1[CH:48]=[CH:47][CH:46]=[CH:45][CH:44]=1)[O:11][C:12]1[CH:13]=[C:14]2[C:20]3([CH2:25][CH2:24][N:23](C(OC(C)(C)C)=O)[CH2:22][CH2:21]3)[CH2:19][N:18]([C:33]3[C:34]4[C@H:41]([CH3:42])[CH2:40][CH2:39][C:35]=4[N:36]=[CH:37][N:38]=3)[C:15]2=[CH:16][CH:17]=1)=O)(C)(C)C.[ClH:49]. (5) Given the product [C:30]([C:17]1[CH:18]=[C:19]2[C:24](=[CH:25][C:16]=1[O:15][C:14]1[CH:32]=[CH:33][C:11]([C:9](=[O:10])[NH:8][C:6]3[CH:5]=[CH:4][CH:3]=[C:2]([C:37]4[CH:38]=[CH:39][C:40]([CH3:41])=[C:35]([CH3:34])[CH:36]=4)[N:7]=3)=[CH:12][CH:13]=1)[O:23][CH2:22][CH2:21][CH:20]2[C:26]([O:28][CH3:29])=[O:27])#[N:31], predict the reactants needed to synthesize it. The reactants are: Br[C:2]1[N:7]=[C:6]([NH:8][C:9]([C:11]2[CH:33]=[CH:32][C:14]([O:15][C:16]3[CH:25]=[C:24]4[C:19]([CH:20]([C:26]([O:28][CH3:29])=[O:27])[CH2:21][CH2:22][O:23]4)=[CH:18][C:17]=3[C:30]#[N:31])=[CH:13][CH:12]=2)=[O:10])[CH:5]=[CH:4][CH:3]=1.[CH3:34][C:35]1[CH:36]=[C:37](B(O)O)[CH:38]=[CH:39][C:40]=1[CH3:41].C(=O)([O-])[O-].[Na+].[Na+].C1(C)C=CC=CC=1. (6) Given the product [Br:1][C:2]1[CH:3]=[N:4][C:5]2[N:6]([N:8]=[C:9]([C:11]([N:20]3[CH2:19][CH2:18][N:17]4[C:21]([C:24]5[CH:29]=[CH:28][N:27]=[CH:26][CH:25]=5)=[N:22][N:23]=[C:16]4[CH:15]3[CH3:14])=[O:13])[CH:10]=2)[CH:7]=1, predict the reactants needed to synthesize it. The reactants are: [Br:1][C:2]1[CH:3]=[N:4][C:5]2[N:6]([N:8]=[C:9]([C:11]([OH:13])=O)[CH:10]=2)[CH:7]=1.[CH3:14][CH:15]1[NH:20][CH2:19][CH2:18][N:17]2[C:21]([C:24]3[CH:29]=[CH:28][N:27]=[CH:26][CH:25]=3)=[N:22][N:23]=[C:16]12. (7) Given the product [NH2:2][CH2:1][C:3]1[CH:4]=[CH:5][C:6]([C:9]2[CH:14]=[CH:13][CH:12]=[C:11]([CH2:15][N:16]([CH3:28])[C:17](=[O:27])[CH2:18][NH:19][C:20](=[O:26])[O:21][C:22]([CH3:24])([CH3:25])[CH3:23])[CH:10]=2)=[CH:7][CH:8]=1, predict the reactants needed to synthesize it. The reactants are: [C:1]([C:3]1[CH:8]=[CH:7][C:6]([C:9]2[CH:14]=[CH:13][CH:12]=[C:11]([CH2:15][N:16]([CH3:28])[C:17](=[O:27])[CH2:18][NH:19][C:20](=[O:26])[O:21][C:22]([CH3:25])([CH3:24])[CH3:23])[CH:10]=2)=[CH:5][CH:4]=1)#[N:2].N. (8) Given the product [F:20][C:4]1[C:5]([NH:12][C:13]2[CH:18]=[CH:17][CH:16]=[CH:15][C:14]=2[F:19])=[C:6]([CH:11]=[C:2]([C:27]#[C:26][Si:23]([CH3:25])([CH3:24])[CH3:22])[C:3]=1[F:21])[C:7]([O:9][CH3:10])=[O:8], predict the reactants needed to synthesize it. The reactants are: Br[C:2]1[C:3]([F:21])=[C:4]([F:20])[C:5]([NH:12][C:13]2[CH:18]=[CH:17][CH:16]=[CH:15][C:14]=2[F:19])=[C:6]([CH:11]=1)[C:7]([O:9][CH3:10])=[O:8].[CH3:22][Si:23]([C:26]#[CH:27])([CH3:25])[CH3:24].N(C(C)C)C(C)C. (9) The reactants are: [CH2:1]([O:3][C:4]([CH:6]([CH2:14][CH3:15])[CH2:7][NH:8][C@H:9]([C:11]([OH:13])=[O:12])[CH3:10])=[O:5])[CH3:2].C(=O)([O-])[O-].[K+].[K+].Cl[C:23]([O:25][CH2:26][C:27]1[CH:32]=[CH:31][CH:30]=[CH:29][CH:28]=1)=[O:24]. Given the product [CH2:1]([O:3][C:4]([CH:6]([CH2:14][CH3:15])[CH2:7][N:8]([C:23]([O:25][CH2:26][C:27]1[CH:32]=[CH:31][CH:30]=[CH:29][CH:28]=1)=[O:24])[C@H:9]([C:11]([OH:13])=[O:12])[CH3:10])=[O:5])[CH3:2], predict the reactants needed to synthesize it.